Dataset: CYP3A4 inhibition data for predicting drug metabolism from PubChem BioAssay. Task: Regression/Classification. Given a drug SMILES string, predict its absorption, distribution, metabolism, or excretion properties. Task type varies by dataset: regression for continuous measurements (e.g., permeability, clearance, half-life) or binary classification for categorical outcomes (e.g., BBB penetration, CYP inhibition). Dataset: cyp3a4_veith. (1) The compound is CO[C@@H]1/C=C\O[C@@]2(C)Oc3c(C)c(O)c4c(c3C2=O)C(=N[C@H]2CC[C@H](O)O[C@@H]2C)C=C(NC(=O)/C(C)=C\C(=O)[C@@H]2C[C@@H]2[C@@H](O)[C@H](C)[C@@H](O)[C@H](C)[C@H](OC(C)=O)[C@@H]1C)C4=O. The result is 1 (inhibitor). (2) The molecule is C#CCOC(=O)[C@H](N)CC(N)=O. The result is 0 (non-inhibitor). (3) The molecule is CCOC(=O)N1CCN(C(=O)c2ccc(Cl)c(S(=O)(=O)N3CCOCC3)c2)CC1. The result is 0 (non-inhibitor). (4) The result is 1 (inhibitor). The compound is COc1cc(Br)cc(/C=N/NC(=O)C(C)n2cc([N+](=O)[O-])c(OC)n2)c1O. (5) The molecule is COC(=O)[C@@]1(Cc2ccccc2)[C@H]2c3cc(C(=O)N(C)C)n(Cc4c(CO)[nH]cc(C)c4=O)c3C[C@H]2CN1C(=O)c1ccccc1. The result is 1 (inhibitor). (6) The drug is COc1ccccc1CCn1c(=O)c(-c2cccs2)nc2cncnc21. The result is 1 (inhibitor). (7) The compound is COc1ccc(C2CC(=O)C(C=NCCN3CCOCC3)=C(O)C2)cc1. The result is 0 (non-inhibitor).